The task is: Predict the product of the given reaction.. This data is from Forward reaction prediction with 1.9M reactions from USPTO patents (1976-2016). (1) Given the reactants [F:1][C:2]1[CH:7]=[CH:6][CH:5]=[CH:4][C:3]=1[S:8]([NH:11][C:12]1[CH:21]=[CH:20][C:19]2[CH2:18][CH2:17][CH2:16][C:15](=[O:22])[C:14]=2[C:13]=1[C:23]([O:25][CH3:26])=[O:24])(=[O:10])=[O:9].[CH3:27]OC(OC)OC.C1(C)C=CC(S([O-])(=O)=O)=CC=1.[NH+]1C=CC=CC=1, predict the reaction product. The product is: [F:1][C:2]1[CH:7]=[CH:6][CH:5]=[CH:4][C:3]=1[S:8]([NH:11][C:12]1[CH:21]=[CH:20][C:19]2[CH2:18][CH2:17][CH:16]=[C:15]([O:22][CH3:27])[C:14]=2[C:13]=1[C:23]([O:25][CH3:26])=[O:24])(=[O:10])=[O:9]. (2) Given the reactants [CH:1]1([C:4]2[CH:9]=[CH:8][C:7]([N:10]3[CH2:14][CH2:13][C:12]4([CH2:19][CH2:18][N:17]([CH2:20][C:21](O)=[O:22])[CH2:16][CH2:15]4)[C:11]3=[O:24])=[CH:6][CH:5]=2)[CH2:3][CH2:2]1.CN(C(O[N:33]1N=N[C:35]2C=CC=C[C:34]1=2)=[N+](C)C)C.[B-](F)(F)(F)F.CCN(CC)CC.C(N)C, predict the reaction product. The product is: [CH:1]1([C:4]2[CH:5]=[CH:6][C:7]([N:10]3[CH2:14][CH2:13][C:12]4([CH2:15][CH2:16][N:17]([CH2:20][C:21]([NH:33][CH2:34][CH3:35])=[O:22])[CH2:18][CH2:19]4)[C:11]3=[O:24])=[CH:8][CH:9]=2)[CH2:2][CH2:3]1. (3) Given the reactants [C:1]([C:5]1[N:10]=[CH:9][C:8]([C:11]2[N:12]([C:32]([N:34]3[CH2:39][CH2:38][CH:37]([CH2:40][C:41]([OH:43])=O)[CH2:36][CH2:35]3)=[O:33])[C@@:13]([C:25]3[CH:30]=[CH:29][C:28]([Cl:31])=[CH:27][CH:26]=3)([CH3:24])[C@@:14]([C:17]3[CH:22]=[CH:21][C:20]([Cl:23])=[CH:19][CH:18]=3)([CH3:16])[N:15]=2)=[C:7]([O:44][CH2:45][CH3:46])[CH:6]=1)([CH3:4])([CH3:3])[CH3:2].[C:47]1([C@@H:53]([NH2:55])[CH3:54])[CH:52]=[CH:51][CH:50]=[CH:49][CH:48]=1, predict the reaction product. The product is: [C:1]([C:5]1[N:10]=[CH:9][C:8]([C:11]2[N:12]([C:32]([N:34]3[CH2:35][CH2:36][CH:37]([CH2:40][C:41]([NH:55][C@H:53]([C:47]4[CH:52]=[CH:51][CH:50]=[CH:49][CH:48]=4)[CH3:54])=[O:43])[CH2:38][CH2:39]3)=[O:33])[C@@:13]([C:25]3[CH:30]=[CH:29][C:28]([Cl:31])=[CH:27][CH:26]=3)([CH3:24])[C@@:14]([C:17]3[CH:22]=[CH:21][C:20]([Cl:23])=[CH:19][CH:18]=3)([CH3:16])[N:15]=2)=[C:7]([O:44][CH2:45][CH3:46])[CH:6]=1)([CH3:4])([CH3:2])[CH3:3]. (4) Given the reactants [CH:1]1[CH:2]=[CH:3][C:4]2[NH:11][C:9](=[O:10])[CH:8]=[C:7]([CH2:12][CH:13]([NH:17][C:18]([C:20]3[CH:21]=[CH:22][C:23]([Cl:26])=[CH:24][CH:25]=3)=[O:19])[C:14]([OH:16])=[O:15])[C:5]=2[CH:6]=1.Br[CH2:28]/[CH:29]=[CH:30]\[CH2:31][N:32]1[CH2:37][CH2:36][O:35][CH2:34][CH2:33]1, predict the reaction product. The product is: [Cl:26][C:23]1[CH:24]=[CH:25][C:20]([C:18]([NH:17][CH:13]([CH2:12][C:7]2[C:5]3[C:4](=[CH:3][CH:2]=[CH:1][CH:6]=3)[NH:11][C:9](=[O:10])[CH:8]=2)[C:14]([O:16][CH2:28]/[CH:29]=[CH:30]\[CH2:31][N:32]2[CH2:37][CH2:36][O:35][CH2:34][CH2:33]2)=[O:15])=[O:19])=[CH:21][CH:22]=1. (5) Given the reactants Br[C:2]1[CH:10]=[C:9]2[C:5]([CH:6]=[N:7][N:8]2S(C2C=CC=CC=2)(=O)=O)=[C:4]([C:20]2[O:21][C:22]([CH2:25][N:26]3[CH2:31][C@H:30]([CH3:32])[N:29]([CH:33]([CH3:35])[CH3:34])[C@H:28]([CH3:36])[CH2:27]3)=[N:23][N:24]=2)[CH:3]=1.[CH3:37][O:38][C:39]1[C:44]([NH:45][S:46]([CH3:49])(=[O:48])=[O:47])=[CH:43][C:42](B2OC(C)(C)C(C)(C)O2)=[CH:41][N:40]=1.[O-]P([O-])([O-])=O.[K+].[K+].[K+].[OH-].[Na+], predict the reaction product. The product is: [CH3:36][C@H:28]1[N:29]([CH:33]([CH3:35])[CH3:34])[C@@H:30]([CH3:32])[CH2:31][N:26]([CH2:25][C:22]2[O:21][C:20]([C:4]3[CH:3]=[C:2]([C:42]4[CH:43]=[C:44]([NH:45][S:46]([CH3:49])(=[O:47])=[O:48])[C:39]([O:38][CH3:37])=[N:40][CH:41]=4)[CH:10]=[C:9]4[C:5]=3[CH:6]=[N:7][NH:8]4)=[N:24][N:23]=2)[CH2:27]1. (6) Given the reactants [Cl:1][C:2]1[CH:3]=[C:4]([CH2:8][C:9]#[N:10])[CH:5]=[CH:6][CH:7]=1.Br[CH2:12][CH2:13]Cl, predict the reaction product. The product is: [Cl:1][C:2]1[CH:3]=[C:4]([C:8]2([C:9]#[N:10])[CH2:13][CH2:12]2)[CH:5]=[CH:6][CH:7]=1. (7) Given the reactants C1CCC(N=C=NC2CCCCC2)CC1.[OH:16][N:17]1[C:22](=[O:23])[CH2:21][CH2:20][C:18]1=[O:19].[C:24]([O:28][C:29]([NH:31][CH2:32][C:33](O)=[O:34])=[O:30])([CH3:27])([CH3:26])[CH3:25], predict the reaction product. The product is: [C:24]([O:28][C:29]([NH:31][CH2:32][C:33]([O:16][N:17]1[C:22](=[O:23])[CH2:21][CH2:20][C:18]1=[O:19])=[O:34])=[O:30])([CH3:27])([CH3:26])[CH3:25]. (8) Given the reactants Br[C:2]1[C:10]2[C:5](=[C:6]([C:11]([O:13]CC)=[O:12])[CH:7]=[CH:8][CH:9]=2)[NH:4][CH:3]=1.[C:16]([Cu])#[N:17], predict the reaction product. The product is: [C:16]([C:2]1[C:10]2[C:5](=[C:6]([C:11]([OH:13])=[O:12])[CH:7]=[CH:8][CH:9]=2)[NH:4][CH:3]=1)#[N:17]. (9) Given the reactants [CH2:1]([S:8][C:9]1[N:16]=[CH:15][C:14]([N+:17]([O-])=O)=[CH:13][C:10]=1[C:11]#[N:12])[C:2]1[CH:7]=[CH:6][CH:5]=[CH:4][CH:3]=1.C(O)C, predict the reaction product. The product is: [NH2:17][C:14]1[CH:15]=[N:16][C:9]([S:8][CH2:1][C:2]2[CH:7]=[CH:6][CH:5]=[CH:4][CH:3]=2)=[C:10]([CH:13]=1)[C:11]#[N:12]. (10) Given the reactants [CH3:1][O:2][C:3]1[CH:11]=[CH:10][C:9]2[N:8]3[CH2:12][CH2:13][NH:14][CH2:15][C:7]3=[CH:6][C:5]=2[CH:4]=1.Cl[CH2:17][C:18]1[CH:23]=[CH:22][CH:21]=[CH:20][C:19]=1[C:24]1[CH:29]=[CH:28][CH:27]=[CH:26][CH:25]=1, predict the reaction product. The product is: [C:19]1([C:24]2[CH:25]=[CH:26][CH:27]=[CH:28][CH:29]=2)[CH:20]=[CH:21][CH:22]=[CH:23][C:18]=1[CH2:17][N:14]1[CH2:13][CH2:12][N:8]2[C:9]3[CH:10]=[CH:11][C:3]([O:2][CH3:1])=[CH:4][C:5]=3[CH:6]=[C:7]2[CH2:15]1.